This data is from hERG Central: cardiac toxicity at 1µM, 10µM, and general inhibition. The task is: Predict hERG channel inhibition at various concentrations. The compound is COc1ccc(CCN2CCC(Nc3nc4ccccc4n3Cc3ccc(F)cc3)CC2)cc1. Results: hERG_inhib (hERG inhibition (general)): blocker.